This data is from TCR-epitope binding with 47,182 pairs between 192 epitopes and 23,139 TCRs. The task is: Binary Classification. Given a T-cell receptor sequence (or CDR3 region) and an epitope sequence, predict whether binding occurs between them. (1) The epitope is YEGNSPFHPL. The TCR CDR3 sequence is CASSLERSNTEAFF. Result: 0 (the TCR does not bind to the epitope). (2) The epitope is KLWAQCVQL. The TCR CDR3 sequence is CASGKGLAGQETQYF. Result: 1 (the TCR binds to the epitope).